This data is from Forward reaction prediction with 1.9M reactions from USPTO patents (1976-2016). The task is: Predict the product of the given reaction. (1) The product is: [Br:1][C:2]1[CH:3]=[CH:4][C:5]2[O:6][CH2:7][CH:8]([CH3:12])[N:9]([CH3:16])[C:10]=2[N:11]=1. Given the reactants [Br:1][C:2]1[CH:3]=[CH:4][C:5]2[O:6][CH2:7][CH:8]([CH3:12])[NH:9][C:10]=2[N:11]=1.[H-].[Na+].I[CH3:16], predict the reaction product. (2) Given the reactants Cl[C:2]1[N:7]=[C:6]([CH2:8][CH2:9][C:10]2[C:18]3[C:13](=[CH:14][CH:15]=[CH:16][CH:17]=3)[NH:12][CH:11]=2)[CH:5]=[CH:4][N:3]=1.[CH3:19][C@H:20]([NH2:27])[C:21]1[CH:26]=[CH:25][CH:24]=[CH:23][CH:22]=1, predict the reaction product. The product is: [CH3:19][C@H:20]([NH:27][C:2]1[N:7]=[C:6]([CH2:8][CH2:9][C:10]2[C:18]3[C:13](=[CH:14][CH:15]=[CH:16][CH:17]=3)[NH:12][CH:11]=2)[CH:5]=[CH:4][N:3]=1)[C:21]1[CH:26]=[CH:25][CH:24]=[CH:23][CH:22]=1. (3) Given the reactants Cl.C(N=[C:5]=[N:6][CH2:7][CH2:8][CH2:9][N:10]([CH3:12])[CH3:11])C.C([N:15]([CH2:18][CH3:19])CC)C.[CH:20]([C:22]1[NH:26][C:25]([CH3:27])=[C:24]([C:28]([OH:30])=O)[C:23]=1[CH3:31])=[O:21].ON1[C:37]2C=CC=C[C:36]=2N=N1.[OH2:42], predict the reaction product. The product is: [CH3:12][N:10]1[CH2:11][CH2:37][CH2:36][CH:9]1[CH2:8][CH2:7][NH:6][C:5](=[O:42])[CH:18]([NH:15][C:28]([C:24]1[C:23]([CH3:31])=[C:22]([CH:20]=[O:21])[NH:26][C:25]=1[CH3:27])=[O:30])[CH3:19]. (4) Given the reactants Cl[C:2]1[CH:7]=[C:6]([NH:8][C:9]2[CH:14]=[CH:13][C:12]([N+:15]([O-:17])=[O:16])=[CH:11][C:10]=2[F:18])[CH:5]=[CH:4][N:3]=1.[CH:19]1([C:22]([NH2:24])=[O:23])[CH2:21][CH2:20]1.C([O-])([O-])=O.[Cs+].[Cs+].C1(P(C2C=CC=CC=2)C2C=CC3C(=CC=CC=3)C=2C2C3C(=CC=CC=3)C=CC=2P(C2C=CC=CC=2)C2C=CC=CC=2)C=CC=CC=1, predict the reaction product. The product is: [F:18][C:10]1[CH:11]=[C:12]([N+:15]([O-:17])=[O:16])[CH:13]=[CH:14][C:9]=1[NH:8][C:6]1[CH:5]=[CH:4][N:3]=[C:2]([NH:24][C:22]([CH:19]2[CH2:21][CH2:20]2)=[O:23])[CH:7]=1. (5) Given the reactants Cl[C:2]1[CH:3]=[C:4]([NH:13][C:14]2[CH:19]=[CH:18][C:17]([O:20][CH2:21][CH3:22])=[CH:16][CH:15]=2)[C:5]2[N:6]([C:8]([CH3:12])=[C:9]([CH3:11])[N:10]=2)[N:7]=1.[NH2:23][C@H:24]1[CH2:29][CH2:28][C@H:27]([NH2:30])[CH2:26][CH2:25]1, predict the reaction product. The product is: [NH2:23][C@H:24]1[CH2:29][CH2:28][C@H:27]([NH:30][C:2]2[CH:3]=[C:4]([NH:13][C:14]3[CH:19]=[CH:18][C:17]([O:20][CH2:21][CH3:22])=[CH:16][CH:15]=3)[C:5]3[N:6]([C:8]([CH3:12])=[C:9]([CH3:11])[N:10]=3)[N:7]=2)[CH2:26][CH2:25]1. (6) Given the reactants [CH2:1]([O:8][CH:9]1[CH2:14][CH2:13][C:12](=[O:15])[C:11]([C:17]2[CH:22]=[CH:21][C:20]([Cl:23])=[C:19]([C:24]([F:27])([F:26])[F:25])[CH:18]=2)([CH3:16])[CH2:10]1)[C:2]1[CH:7]=[CH:6][CH:5]=[CH:4][CH:3]=1.C1C=CC(N([S:35]([C:38]([F:41])([F:40])[F:39])(=[O:37])=[O:36])[S:35]([C:38]([F:41])([F:40])[F:39])(=[O:37])=[O:36])=CC=1.C[Si]([N-][Si](C)(C)C)(C)C.[K+].[Cl-].[Na+], predict the reaction product. The product is: [F:39][C:38]([F:41])([F:40])[S:35]([O:15][C:12]1[C:11]([C:17]2[CH:22]=[CH:21][C:20]([Cl:23])=[C:19]([C:24]([F:26])([F:27])[F:25])[CH:18]=2)([CH3:16])[CH2:10][CH:9]([O:8][CH2:1][C:2]2[CH:3]=[CH:4][CH:5]=[CH:6][CH:7]=2)[CH2:14][CH:13]=1)(=[O:37])=[O:36]. (7) Given the reactants [CH2:1]([O:3][C:4](=[O:20])[C:5](=[O:19])[CH2:6][C:7]([C:10]1[CH:15]=[CH:14][CH:13]=[C:12]([F:16])[C:11]=1[O:17][CH3:18])([CH3:9])[CH3:8])[CH3:2].[F:21][C:22]([Si](C)(C)C)([F:27])[C:23]([F:26])([F:25])[F:24].[F-].Cl, predict the reaction product. The product is: [CH2:1]([O:3][C:4](=[O:20])[C:5]([OH:19])([C:22]([F:27])([F:21])[C:23]([F:26])([F:25])[F:24])[CH2:6][C:7]([C:10]1[CH:15]=[CH:14][CH:13]=[C:12]([F:16])[C:11]=1[O:17][CH3:18])([CH3:9])[CH3:8])[CH3:2]. (8) Given the reactants C1(C)C=CC=[CH:3][C:2]=1[CH:7]=[CH:8][C:9]1[CH:14]=[CH:13][CH:12]=[CH:11][CH:10]=1.[Cl-].[CH2:17]([Al+]CC)C.C=C, predict the reaction product. The product is: [C:13]1([CH3:17])[CH:12]=[CH:11][CH:10]=[C:9]([CH:8]=[CH:7][CH2:2][CH3:3])[CH:14]=1.